This data is from Forward reaction prediction with 1.9M reactions from USPTO patents (1976-2016). The task is: Predict the product of the given reaction. (1) Given the reactants CC(C)([O-])C.[K+].[Cl-].[NH2:8][C:9]([NH2:11])=[NH2+:10].[CH:12]1([CH2:15][N:16]2[C:24](=[O:25])[C:23]3[C:18](=[CH:19][CH:20]=[CH:21][CH:22]=3)[CH:17]2[CH2:26][C:27](OCC)=[O:28])[CH2:14][CH2:13]1, predict the reaction product. The product is: [CH:12]1([CH2:15][N:16]2[C:24](=[O:25])[C:23]3[C:18](=[CH:19][CH:20]=[CH:21][CH:22]=3)[CH:17]2[CH2:26][C:27]([NH:10][C:9]([NH2:11])=[NH:8])=[O:28])[CH2:13][CH2:14]1. (2) Given the reactants Br[C:2]1[CH:3]=[CH:4][C:5]2[CH:9]=[C:8]([C:10]([O:12][CH3:13])=[O:11])[S:7][C:6]=2[CH:14]=1.C(NC(C)C)(C)C.[CH3:22][Si:23]([C:26]#[CH:27])([CH3:25])[CH3:24], predict the reaction product. The product is: [CH3:22][Si:23]([C:26]#[C:27][C:2]1[CH:3]=[CH:4][C:5]2[CH:9]=[C:8]([C:10]([O:12][CH3:13])=[O:11])[S:7][C:6]=2[CH:14]=1)([CH3:25])[CH3:24]. (3) Given the reactants [NH2:1][C:2]1[C:3]([C:31]([CH3:39])([CH3:38])[O:32][SiH2:33][C:34]([CH3:37])([CH3:36])[CH3:35])=[C:4]([C:8]2[CH:9]=[C:10]([NH:16][C:17]3[CH:22]=[CH:21][C:20]([C:23]([N:25]4[CH2:30][CH2:29][O:28][CH2:27][CH2:26]4)=[O:24])=[CH:19][N:18]=3)[C:11](=[O:15])[N:12](C)[CH:13]=2)[CH:5]=[CH:6][CH:7]=1.[Br:40][C:41]1[CH:46]=[CH:45][C:44]([S:47](Cl)(=[O:49])=[O:48])=[C:43]([CH2:51][CH2:52]Br)[CH:42]=1.CCN(C(C)C)C(C)C, predict the reaction product. The product is: [Br:40][C:41]1[CH:46]=[CH:45][C:44]2[S:47](=[O:49])(=[O:48])[N:1]([C:2]3[C:3]([C:31]([CH3:39])([CH3:38])[O:32][SiH2:33][C:34]([CH3:36])([CH3:35])[CH3:37])=[C:4]([C:8]4[CH:9]=[C:10]([NH:16][C:17]5[CH:22]=[CH:21][C:20]([C:23]([N:25]6[CH2:26][CH2:27][O:28][CH2:29][CH2:30]6)=[O:24])=[CH:19][N:18]=5)[C:11](=[O:15])[NH:12][CH:13]=4)[CH:5]=[CH:6][CH:7]=3)[CH2:52][CH2:51][C:43]=2[CH:42]=1. (4) Given the reactants [O:1]=[C:2]1[C:10]2[C:5](=[CH:6][CH:7]=[CH:8][CH:9]=2)[C:4](=[O:11])[N:3]1[CH2:12][CH2:13][CH2:14][CH2:15][N:16]([CH2:27][C:28]1[N:32](S(O)(=O)=O)[C:31]2[CH2:37][CH2:38][CH2:39][CH2:40][C:30]=2[N:29]=1)[CH:17]1[C:26]2[N:25]=[CH:24][CH:23]=[CH:22][C:21]=2[CH2:20][CH2:19][CH2:18]1.Cl.[OH-].[Na+], predict the reaction product. The product is: [NH:29]1[C:30]2[CH2:40][CH2:39][CH2:38][CH2:37][C:31]=2[N:32]=[C:28]1[CH2:27][N:16]([CH:17]1[C:26]2[N:25]=[CH:24][CH:23]=[CH:22][C:21]=2[CH2:20][CH2:19][CH2:18]1)[CH2:15][CH2:14][CH2:13][CH2:12][N:3]1[C:2](=[O:1])[C:10]2[C:5](=[CH:6][CH:7]=[CH:8][CH:9]=2)[C:4]1=[O:11].